This data is from Full USPTO retrosynthesis dataset with 1.9M reactions from patents (1976-2016). The task is: Predict the reactants needed to synthesize the given product. (1) Given the product [F:1][C:2]1[C:3]([CH3:4])=[N:16][C:17]2[N:18]([CH:19]=[CH:20][N:21]=2)[CH:6]=1, predict the reactants needed to synthesize it. The reactants are: [F:1][CH:2]([CH:6](OC)OC)[C:3](=O)[CH3:4].S(O)(O)(=O)=O.[NH2:16][C:17]1[NH:18][CH:19]=[CH:20][N:21]=1.[NH2:16][C:17]1[NH:18][CH:19]=[CH:20][N:21]=1. (2) Given the product [O:50]=[S:27]1(=[O:26])[N:35]([C:36]2[CH:43]=[CH:42][C:39]([C:40]#[N:41])=[C:38]([C:44]([F:47])([F:45])[F:46])[CH:37]=2)[C:34](=[O:48])[C@H:33]2[C@@H:28]1[C@H:29]1[CH2:49][C@@H:32]2[CH:31]=[CH:30]1, predict the reactants needed to synthesize it. The reactants are: C1CC=CC=1.O=S1(=O)C=CC(=O)N1C1C=CC(C#N)=C(C(F)(F)F)C=1.[O:26]=[S:27]1(=[O:50])[N:35]([C:36]2[CH:43]=[CH:42][C:39]([C:40]#[N:41])=[C:38]([C:44]([F:47])([F:46])[F:45])[CH:37]=2)[C:34](=[O:48])[C@@H:33]2[C@H:28]1[C@H:29]1[CH2:49][C@@H:32]2[CH:31]=[CH:30]1. (3) Given the product [I:1][C:8]1[CH:15]=[C:14]([C:16]([F:19])([F:18])[F:17])[CH:13]=[CH:12][C:9]=1[C:10]#[N:11], predict the reactants needed to synthesize it. The reactants are: [I-:1].[K+].N([O-])=O.[Na+].N[C:8]1[CH:15]=[C:14]([C:16]([F:19])([F:18])[F:17])[CH:13]=[CH:12][C:9]=1[C:10]#[N:11].O. (4) Given the product [CH2:1]([C:5]1[CH:6]=[C:7]2[C:11](=[CH:12][CH:13]=1)[CH:10]([NH2:14])[CH2:9][CH2:8]2)[CH2:2][CH2:3][CH3:4], predict the reactants needed to synthesize it. The reactants are: [CH2:1]([C:5]1[CH:6]=[C:7]2[C:11](=[CH:12][CH:13]=1)[C:10](=[N:14]O)[CH2:9][CH2:8]2)[CH2:2][CH2:3][CH3:4]. (5) Given the product [CH2:11]([O:13][C:14]([C:16]1[C:17]([C:29]2[CH:30]=[CH:31][C:32]([F:35])=[CH:33][CH:34]=2)=[C:18]2[N:23]([CH:24]=1)[CH:22]=[C:21]([CH2:25][N:26]1[CH:5]=[C:4]([C:3]([OH:8])([C:2]([F:10])([F:9])[F:1])[CH2:6][CH3:7])[N:28]=[N:27]1)[CH:20]=[CH:19]2)=[O:15])[CH3:12], predict the reactants needed to synthesize it. The reactants are: [F:1][C:2]([F:10])([F:9])[C:3]([OH:8])([CH2:6][CH3:7])[C:4]#[CH:5].[CH2:11]([O:13][C:14]([C:16]1[C:17]([C:29]2[CH:34]=[CH:33][C:32]([F:35])=[CH:31][CH:30]=2)=[C:18]2[N:23]([CH:24]=1)[CH:22]=[C:21]([CH2:25][N:26]=[N+:27]=[N-:28])[CH:20]=[CH:19]2)=[O:15])[CH3:12].C(N(C(C)C)CC)(C)C.CCOC(C)=O. (6) Given the product [CH3:11][O:12][C:13]1[CH:18]=[CH:17][CH:16]=[CH:15][C:14]=1[C:2]1[CH:7]=[CH:6][C:5]([N+:8]([O-:10])=[O:9])=[CH:4][CH:3]=1, predict the reactants needed to synthesize it. The reactants are: Br[C:2]1[CH:7]=[CH:6][C:5]([N+:8]([O-:10])=[O:9])=[CH:4][CH:3]=1.[CH3:11][O:12][C:13]1[CH:18]=[CH:17][CH:16]=[CH:15][C:14]=1B(O)O. (7) The reactants are: [Cl:1][C:2]1[C:3]([F:33])=[C:4]([CH:8]2[C:12]([C:15]3[CH:20]=[CH:19][C:18]([Cl:21])=[CH:17][C:16]=3[F:22])([C:13]#[N:14])[CH:11]([CH2:23][C:24]([CH3:29])([CH3:28])[CH2:25][CH2:26][OH:27])[NH:10][CH:9]2[C:30](O)=[O:31])[CH:5]=[CH:6][CH:7]=1.[CH3:34][C:35]1([CH3:43])[O:39][C@@H:38]([CH2:40][CH2:41][NH2:42])[CH2:37][O:36]1.CN(C(ON1N=NC2C=CC=NC1=2)=[N+](C)C)C.F[P-](F)(F)(F)(F)F.CCN(C(C)C)C(C)C. Given the product [CH3:34][C:35]1([CH3:43])[O:39][C@@H:38]([CH2:40][CH2:41][NH:42][C:30]([CH:9]2[CH:8]([C:4]3[CH:5]=[CH:6][CH:7]=[C:2]([Cl:1])[C:3]=3[F:33])[C:12]([C:15]3[CH:20]=[CH:19][C:18]([Cl:21])=[CH:17][C:16]=3[F:22])([C:13]#[N:14])[CH:11]([CH2:23][C:24]([CH3:28])([CH3:29])[CH2:25][CH2:26][OH:27])[NH:10]2)=[O:31])[CH2:37][O:36]1, predict the reactants needed to synthesize it.